Dataset: Full USPTO retrosynthesis dataset with 1.9M reactions from patents (1976-2016). Task: Predict the reactants needed to synthesize the given product. (1) Given the product [CH2:7]([O:9][C:10]1[CH:23]=[CH:22][C:13](/[CH:14]=[C:15]2/[C:16](=[O:21])[N:17]([CH2:25][CH2:26][CH3:27])[C:18](=[O:20])[S:19]/2)=[CH:12][CH:11]=1)[CH3:8], predict the reactants needed to synthesize it. The reactants are: C(=O)([O-])[O-].[K+].[K+].[CH2:7]([O:9][C:10]1[CH:23]=[CH:22][C:13](/[CH:14]=[C:15]2/[C:16](=[O:21])[NH:17][C:18](=[O:20])[S:19]/2)=[CH:12][CH:11]=1)[CH3:8].Br[CH2:25][CH2:26][CH3:27]. (2) Given the product [NH2:26][C:21]1[CH:22]=[CH:23][CH:24]=[C:25]2[C:20]=1[C:19]([CH:29]1[CH2:31][CH2:30]1)=[N:18][N:17]2[CH2:16][C:12]1[N:13]=[C:14]([CH3:15])[C:9]([OH:8])=[CH:10][CH:11]=1, predict the reactants needed to synthesize it. The reactants are: C([O:8][C:9]1[CH:10]=[CH:11][C:12]([CH2:16][N:17]2[C:25]3[C:20](=[C:21]([N+:26]([O-])=O)[CH:22]=[CH:23][CH:24]=3)[C:19]([CH:29]3[CH2:31][CH2:30]3)=[N:18]2)=[N:13][C:14]=1[CH3:15])C1C=CC=CC=1. (3) Given the product [F:1][C:2]([F:14])([F:13])[O:3][C:4]1[CH:12]=[CH:11][CH:10]=[CH:9][C:5]=1[C:6]([NH:15][C:16]1[N:20]=[C:19]([C:21]([O:23][CH3:24])=[O:22])[NH:18][N:17]=1)=[O:7], predict the reactants needed to synthesize it. The reactants are: [F:1][C:2]([F:14])([F:13])[O:3][C:4]1[CH:12]=[CH:11][CH:10]=[CH:9][C:5]=1[C:6](Cl)=[O:7].[NH2:15][C:16]1[N:20]=[C:19]([C:21]([O:23][CH3:24])=[O:22])[NH:18][N:17]=1. (4) The reactants are: [NH2:1][C:2]1[CH:10]=[CH:9][C:5]([C:6]([OH:8])=[O:7])=[CH:4][CH:3]=1.[N:11](=[C:13]1[CH2:18][CH2:17][C@H:16]2[C@H:19]3[C@H:29]([CH2:30][CH2:31][C@:14]12[CH3:15])[C@:27]1([CH3:28])[C:22]([CH2:23][C@@H:24](O)[CH2:25][CH2:26]1)=[CH:21][CH2:20]3)[OH:12].C1(N=C=NC2CCCCC2)CCCCC1. Given the product [NH2:1][C:2]1[CH:10]=[CH:9][C:5]([C:6]([O:8][C@H:24]2[CH2:25][CH2:26][C@@:27]3([CH3:28])[C:22](=[CH:21][CH2:20][C@@H:19]4[C@@H:29]3[CH2:30][CH2:31][C@@:14]3([CH3:15])[C@H:16]4[CH2:17][CH2:18][C:13]3=[N:11][OH:12])[CH2:23]2)=[O:7])=[CH:4][CH:3]=1, predict the reactants needed to synthesize it.